The task is: Regression. Given a peptide amino acid sequence and an MHC pseudo amino acid sequence, predict their binding affinity value. This is MHC class II binding data.. This data is from Peptide-MHC class II binding affinity with 134,281 pairs from IEDB. (1) The peptide sequence is EKKYFAATQFRPLAA. The MHC is HLA-DQA10501-DQB10301 with pseudo-sequence HLA-DQA10501-DQB10301. The binding affinity (normalized) is 0.230. (2) The peptide sequence is DDMAAQPFFDPSASF. The MHC is DRB1_0405 with pseudo-sequence DRB1_0405. The binding affinity (normalized) is 0.167. (3) The peptide sequence is AFKIAATAANAAPTN. The MHC is HLA-DQA10102-DQB10602 with pseudo-sequence HLA-DQA10102-DQB10602. The binding affinity (normalized) is 0.682.